This data is from Reaction yield outcomes from USPTO patents with 853,638 reactions. The task is: Predict the reaction yield, written as a fraction of the theoretical maximum amount of product (1.0 means a 100% yield; for example, 0.34 means a 34% yield). The reactants are Cl[CH2:2][C:3]1[C:12]([OH:13])=[CH:11][CH:10]=[C:9]2[C:4]=1[CH2:5][CH2:6][CH2:7][C:8]2=[O:14].[Cl:15][C:16]1[CH:17]=[C:18]([CH2:23][SH:24])[CH:19]=[CH:20][C:21]=1[Cl:22]. No catalyst specified. The product is [Cl:15][C:16]1[CH:17]=[C:18]([CH:19]=[CH:20][C:21]=1[Cl:22])[CH2:23][S:24][CH2:2][C:3]1[C:12]([OH:13])=[CH:11][CH:10]=[C:9]2[C:4]=1[CH2:5][CH2:6][CH2:7][C:8]2=[O:14]. The yield is 0.630.